This data is from Forward reaction prediction with 1.9M reactions from USPTO patents (1976-2016). The task is: Predict the product of the given reaction. (1) Given the reactants [F:1][C:2]1[CH:7]=[CH:6][C:5]([C:8]([C:27]2[CH:32]=[CH:31][C:30]([F:33])=[CH:29][CH:28]=2)=[CH:9][CH2:10][C:11]([N:13]2[CH2:26][CH2:25][C:16]3([C:24]4[C:19](=[CH:20][CH:21]=[CH:22][CH:23]=4)[CH:18]=[CH:17]3)[CH2:15][CH2:14]2)=[O:12])=[CH:4][CH:3]=1.[H][H], predict the reaction product. The product is: [F:1][C:2]1[CH:3]=[CH:4][C:5]([CH:8]([C:27]2[CH:28]=[CH:29][C:30]([F:33])=[CH:31][CH:32]=2)[CH2:9][CH2:10][C:11]([N:13]2[CH2:26][CH2:25][C:16]3([C:24]4[C:19](=[CH:20][CH:21]=[CH:22][CH:23]=4)[CH2:18][CH2:17]3)[CH2:15][CH2:14]2)=[O:12])=[CH:6][CH:7]=1. (2) Given the reactants N[C:2]1[CH:7]=[C:6]([CH3:8])[C:5]([Br:9])=[C:4]([CH3:10])[N:3]=1.N([O-])=O.[Na+].[ClH:15], predict the reaction product. The product is: [Br:9][C:5]1[C:4]([CH3:10])=[N:3][C:2]([Cl:15])=[CH:7][C:6]=1[CH3:8]. (3) Given the reactants [C:1]([O:4][C@H:5]1[CH2:9][C@H:8]([N:10]2[C:14]3[N:15]=[CH:16][N:17]=[C:18]([NH:19][C:20](=[O:22])[CH3:21])[C:13]=3[CH:12]=[CH:11]2)[CH2:7][C@H:6]1[CH2:23][OH:24])(=[O:3])[CH3:2].N1C=CC=CC=1.Cl[S:32]([NH2:35])(=[O:34])=[O:33], predict the reaction product. The product is: [C:1]([O:4][C@H:5]1[CH2:9][C@H:8]([N:10]2[C:14]3[N:15]=[CH:16][N:17]=[C:18]([NH:19][C:20](=[O:22])[CH3:21])[C:13]=3[CH:12]=[CH:11]2)[CH2:7][C@H:6]1[CH2:23][O:24][S:32]([NH2:35])(=[O:34])=[O:33])(=[O:3])[CH3:2]. (4) Given the reactants C([Li])CCC.[I-].[CH3:7][P+:8]([C:21]1[CH:26]=[CH:25][CH:24]=[CH:23][CH:22]=1)([C:15]1[CH:20]=[CH:19][CH:18]=[CH:17][CH:16]=1)[C:9]1[CH:14]=[CH:13][CH:12]=[CH:11][CH:10]=1.[OH:27][C:28]1[C:37]([CH3:38])=[CH:36][CH:35]=[CH:34][C:29]=1[C:30](OC)=[O:31], predict the reaction product. The product is: [OH:27][C:28]1[C:37]([CH3:38])=[CH:36][CH:35]=[CH:34][C:29]=1[C:30](=[O:31])[CH:7]=[P:8]([C:15]1[CH:16]=[CH:17][CH:18]=[CH:19][CH:20]=1)([C:9]1[CH:10]=[CH:11][CH:12]=[CH:13][CH:14]=1)[C:21]1[CH:26]=[CH:25][CH:24]=[CH:23][CH:22]=1. (5) Given the reactants C(OC([N:11]1[CH2:15][CH:14]([F:16])[C@@:13]([NH:18][C:19]([O:21][C:22]([CH3:25])([CH3:24])[CH3:23])=[O:20])([CH3:17])[CH2:12]1)=O)C1C=CC=CC=1, predict the reaction product. The product is: [C:22]([O:21][C:19]([NH:18][C@@:13]1([CH3:17])[CH:14]([F:16])[CH2:15][NH:11][CH2:12]1)=[O:20])([CH3:25])([CH3:23])[CH3:24]. (6) Given the reactants C(=O)([O-])[O-].[K+].[K+].[CH3:7][C:8]1[CH:13]=[C:12]([CH3:14])[CH:11]=[C:10]([CH3:15])[C:9]=1[CH:16]1[C:24](=[O:25])[CH:23]2[CH:18]([CH:19]3[O:26][CH:22]2[CH:21]([C:27]#[C:28][Si](C)(C)C)[CH2:20]3)[C:17]1=[O:33].Cl, predict the reaction product. The product is: [C:27]([CH:21]1[CH2:20][CH:19]2[O:26][CH:22]1[CH:23]1[CH:18]2[C:17](=[O:33])[CH:16]([C:9]2[C:10]([CH3:15])=[CH:11][C:12]([CH3:14])=[CH:13][C:8]=2[CH3:7])[C:24]1=[O:25])#[CH:28].